Dataset: Reaction yield outcomes from USPTO patents with 853,638 reactions. Task: Predict the reaction yield, written as a fraction of the theoretical maximum amount of product (1.0 means a 100% yield; for example, 0.34 means a 34% yield). The reactants are [Cl:1][C:2]1[N:7]=[C:6](Cl)[CH:5]=[C:4]([Cl:9])[N:3]=1.C(N(CC)CC)C.Br.[Br:18][CH2:19][CH2:20][CH2:21][NH2:22]. The catalyst is C(#N)C. The product is [Br:18][CH2:19][CH2:20][CH2:21][NH:22][C:6]1[CH:5]=[C:4]([Cl:9])[N:3]=[C:2]([Cl:1])[N:7]=1. The yield is 0.300.